From a dataset of Peptide-MHC class I binding affinity with 185,985 pairs from IEDB/IMGT. Regression. Given a peptide amino acid sequence and an MHC pseudo amino acid sequence, predict their binding affinity value. This is MHC class I binding data. (1) The peptide sequence is GRYFRIQEV. The binding affinity (normalized) is 0. The MHC is HLA-A03:01 with pseudo-sequence HLA-A03:01. (2) The binding affinity (normalized) is 0.525. The MHC is HLA-A03:01 with pseudo-sequence HLA-A03:01. The peptide sequence is RSLYNTVATLY. (3) The peptide sequence is NISIISIRPR. The MHC is HLA-A03:01 with pseudo-sequence HLA-A03:01. The binding affinity (normalized) is 0.272. (4) The peptide sequence is LLENDMKFTV. The MHC is HLA-A02:17 with pseudo-sequence HLA-A02:17. The binding affinity (normalized) is 0.561. (5) The peptide sequence is SDYEELDTI. The MHC is Patr-B2401 with pseudo-sequence Patr-B2401. The binding affinity (normalized) is 0.754.